Regression. Given two drug SMILES strings and cell line genomic features, predict the synergy score measuring deviation from expected non-interaction effect. From a dataset of NCI-60 drug combinations with 297,098 pairs across 59 cell lines. (1) Drug 1: C1CCC(CC1)NC(=O)N(CCCl)N=O. Drug 2: CC1C(C(CC(O1)OC2CC(CC3=C2C(=C4C(=C3O)C(=O)C5=C(C4=O)C(=CC=C5)OC)O)(C(=O)CO)O)N)O.Cl. Cell line: LOX IMVI. Synergy scores: CSS=46.5, Synergy_ZIP=-7.19, Synergy_Bliss=-10.7, Synergy_Loewe=-7.04, Synergy_HSA=-6.63. (2) Drug 1: CC1C(C(CC(O1)OC2CC(CC3=C2C(=C4C(=C3O)C(=O)C5=C(C4=O)C(=CC=C5)OC)O)(C(=O)C)O)N)O.Cl. Drug 2: C1=CC=C(C=C1)NC(=O)CCCCCCC(=O)NO. Cell line: NCI-H522. Synergy scores: CSS=36.9, Synergy_ZIP=0.113, Synergy_Bliss=10.1, Synergy_Loewe=5.84, Synergy_HSA=10.9.